From a dataset of Full USPTO retrosynthesis dataset with 1.9M reactions from patents (1976-2016). Predict the reactants needed to synthesize the given product. (1) Given the product [Br:1][C:2]1[CH:16]=[CH:15][C:5]([CH2:6][N:7]2[CH2:10][CH:9]([C:11]([O:13][CH2:14][CH3:18])=[O:12])[CH2:8]2)=[CH:4][C:3]=1[F:17], predict the reactants needed to synthesize it. The reactants are: [Br:1][C:2]1[CH:16]=[CH:15][C:5]([CH2:6][N:7]2[CH2:10][CH:9]([C:11]([O:13][CH3:14])=[O:12])[CH2:8]2)=[CH:4][C:3]=1[F:17].[CH3:18]O. (2) Given the product [CH:1]12[CH2:10][CH:5]3[CH2:6][CH:7]([CH2:9][CH:3]([CH2:4]3)[CH:2]1[NH:11][C:12]([C:14]1[CH:15]=[N:16][N:17]([CH3:20])[C:18]=1[N:23]([CH2:24][CH3:25])[CH2:21][CH3:22])=[O:13])[CH2:8]2, predict the reactants needed to synthesize it. The reactants are: [CH:1]12[CH2:10][CH:5]3[CH2:6][CH:7]([CH2:9][CH:3]([CH2:4]3)[CH:2]1[NH:11][C:12]([C:14]1[CH:15]=[N:16][N:17]([CH3:20])[C:18]=1Cl)=[O:13])[CH2:8]2.[CH2:21]([NH:23][CH2:24][CH3:25])[CH3:22]. (3) Given the product [Cl:1][C:25]1[CH:26]=[C:21]2[CH:20]=[C:19]([CH:8]([C:9]3[CH:14]=[CH:13][C:12]([S:15]([CH3:18])(=[O:17])=[O:16])=[CH:11][CH:10]=3)[CH2:7][CH:2]3[CH2:6][CH2:5][CH2:4][CH2:3]3)[NH:28][C:22]2=[N:23][CH:24]=1, predict the reactants needed to synthesize it. The reactants are: [ClH:1].[CH:2]1([CH2:7][CH:8]([C:19]2[NH:28][C:22]3=[N:23][CH:24]=[C:25](N)[CH:26]=[C:21]3[CH:20]=2)[C:9]2[CH:14]=[CH:13][C:12]([S:15]([CH3:18])(=[O:17])=[O:16])=[CH:11][CH:10]=2)[CH2:6][CH2:5][CH2:4][CH2:3]1.N([O-])=O.[Na+].[OH-].[Na+]. (4) Given the product [CH3:18][O:17][C:13]1[CH:14]=[C:15]2[C:10](=[CH:11][C:12]=1[O:19][CH3:20])[C:9]([CH3:21])=[N:8][C:7]([C:27]1[CH:28]=[CH:29][C:24]([CH3:33])=[CH:25][CH:26]=1)=[CH:16]2, predict the reactants needed to synthesize it. The reactants are: FC(F)(F)S(O[C:7]1[N:8]=[C:9]([CH3:21])[C:10]2[C:15]([CH:16]=1)=[CH:14][C:13]([O:17][CH3:18])=[C:12]([O:19][CH3:20])[CH:11]=2)(=O)=O.[C:24]1([CH3:33])[CH:29]=[CH:28][C:27](B(O)O)=[CH:26][CH:25]=1.C([O-])([O-])=O.[Na+].[Na+].CCOC(C)=O. (5) Given the product [Cl:31][C:12]1[CH:11]=[CH:10][C:9]2[N:8]=[C:7]([CH2:6][CH2:5][CH2:4][CH2:3][C:2]3[NH:1][C:43](=[O:44])[O:33][N:32]=3)[CH:16]=[CH:15][C:14]=2[C:13]=1[C:17]([NH:19][CH2:20][C:21]12[CH2:30][CH:25]3[CH2:24][CH:23]([CH2:29][CH:27]([CH2:26]3)[CH2:28]1)[CH2:22]2)=[O:18], predict the reactants needed to synthesize it. The reactants are: [NH2:1][C:2](=[N:32][OH:33])[CH2:3][CH2:4][CH2:5][CH2:6][C:7]1[CH:16]=[CH:15][C:14]2[C:13]([C:17]([NH:19][CH2:20][C:21]34[CH2:30][CH:25]5[CH2:26][CH:27]([CH2:29][CH:23]([CH2:24]5)[CH2:22]3)[CH2:28]4)=[O:18])=[C:12]([Cl:31])[CH:11]=[CH:10][C:9]=2[N:8]=1.N1C=CC=CC=1.C(C(CCCC)[CH2:43][O:44]C(Cl)=O)C.